Task: Predict which catalyst facilitates the given reaction.. Dataset: Catalyst prediction with 721,799 reactions and 888 catalyst types from USPTO Reactant: C(OS([O-])(=O)=O)CCCCCCCCCCC.[Na+].[CH:19]([NH:22][C:23](=[O:26])[CH:24]=[CH2:25])([CH3:21])[CH3:20].[C:27]([OH:31])(=[O:30])[CH:28]=[CH2:29].C(C=CC(N)=O)C=CC(N)=O.S(OOS([O-])(=O)=O)([O-])(=O)=O.[K+].[K+]. Product: [CH:19]([NH:22][C:23](=[O:26])[CH:24]=[CH2:25])([CH3:21])[CH3:20].[C:27]([OH:31])(=[O:30])[CH:28]=[CH2:29]. The catalyst class is: 6.